Dataset: Merck oncology drug combination screen with 23,052 pairs across 39 cell lines. Task: Regression. Given two drug SMILES strings and cell line genomic features, predict the synergy score measuring deviation from expected non-interaction effect. (1) Drug 1: COC12C(COC(N)=O)C3=C(C(=O)C(C)=C(N)C3=O)N1CC1NC12. Drug 2: C=CCn1c(=O)c2cnc(Nc3ccc(N4CCN(C)CC4)cc3)nc2n1-c1cccc(C(C)(C)O)n1. Cell line: RKO. Synergy scores: synergy=-2.26. (2) Synergy scores: synergy=68.1. Cell line: LNCAP. Drug 2: Cn1c(=O)n(-c2ccc(C(C)(C)C#N)cc2)c2c3cc(-c4cnc5ccccc5c4)ccc3ncc21. Drug 1: CCC1=CC2CN(C1)Cc1c([nH]c3ccccc13)C(C(=O)OC)(c1cc3c(cc1OC)N(C)C1C(O)(C(=O)OC)C(OC(C)=O)C4(CC)C=CCN5CCC31C54)C2. (3) Drug 1: O=c1[nH]cc(F)c(=O)[nH]1. Drug 2: CC(C)CC(NC(=O)C(Cc1ccccc1)NC(=O)c1cnccn1)B(O)O. Cell line: OVCAR3. Synergy scores: synergy=-9.90. (4) Drug 1: O=P1(N(CCCl)CCCl)NCCCO1. Drug 2: COC1CC2CCC(C)C(O)(O2)C(=O)C(=O)N2CCCCC2C(=O)OC(C(C)CC2CCC(OP(C)(C)=O)C(OC)C2)CC(=O)C(C)C=C(C)C(O)C(OC)C(=O)C(C)CC(C)C=CC=CC=C1C. Cell line: RKO. Synergy scores: synergy=25.5. (5) Drug 1: Cn1nnc2c(C(N)=O)ncn2c1=O. Drug 2: CNC(=O)c1cc(Oc2ccc(NC(=O)Nc3ccc(Cl)c(C(F)(F)F)c3)cc2)ccn1. Cell line: UWB1289BRCA1. Synergy scores: synergy=7.88. (6) Drug 1: N.N.O=C(O)C1(C(=O)O)CCC1.[Pt]. Drug 2: Cc1nc(Nc2ncc(C(=O)Nc3c(C)cccc3Cl)s2)cc(N2CCN(CCO)CC2)n1. Cell line: A2780. Synergy scores: synergy=63.0.